Task: Predict which catalyst facilitates the given reaction.. Dataset: Catalyst prediction with 721,799 reactions and 888 catalyst types from USPTO (1) Reactant: [Cl:1][C:2]1[C:3]([C:9]2[CH:10]=[CH:11][C:12]3[N:16]=[CH:15][N:14]([CH2:17][C:18]4[CH:23]=[CH:22][CH:21]=[C:20]([F:24])[CH:19]=4)[C:13]=3[CH:25]=2)=[CH:4][C:5](F)=[N:6][CH:7]=1.[NH2:26][C:27]1[CH:32]=[CH:31][C:30]([S:33]([NH2:36])(=[O:35])=[O:34])=[CH:29][CH:28]=1.C(=O)([O-])[O-].[Cs+].[Cs+].FC(F)(F)C(O)=O. Product: [Cl:1][C:2]1[C:3]([C:9]2[CH:10]=[CH:11][C:12]3[N:16]=[CH:15][N:14]([CH2:17][C:18]4[CH:23]=[CH:22][CH:21]=[C:20]([F:24])[CH:19]=4)[C:13]=3[CH:25]=2)=[CH:4][C:5]([NH:26][C:27]2[CH:32]=[CH:31][C:30]([S:33]([NH2:36])(=[O:34])=[O:35])=[CH:29][CH:28]=2)=[N:6][CH:7]=1. The catalyst class is: 376. (2) Reactant: [Cl:1][C:2]1[CH:7]=[CH:6][CH:5]=[CH:4][C:3]=1[N:8]1[CH:12]=[C:11]([C:13](OC)=[O:14])[N:10]=[CH:9]1.[H-].[Al+3].[Li+].[H-].[H-].[H-].O.C(C(C(C([O-])=O)O)O)([O-])=O.[Na+].[K+]. Product: [Cl:1][C:2]1[CH:7]=[CH:6][CH:5]=[CH:4][C:3]=1[N:8]1[CH:12]=[C:11]([CH2:13][OH:14])[N:10]=[CH:9]1. The catalyst class is: 1. (3) The catalyst class is: 7. Product: [F:14][C:15]1[CH:16]=[CH:17][C:18]2[CH:22]=[C:21]([C:23]([C:2]3[CH:7]=[CH:6][CH:5]=[C:4]([Br:8])[CH:3]=3)=[O:28])[S:20][C:19]=2[CH:29]=1. Reactant: Br[C:2]1[CH:7]=[CH:6][CH:5]=[C:4]([Br:8])[CH:3]=1.C([Li])CCC.[F:14][C:15]1[CH:16]=[CH:17][C:18]2[CH:22]=[C:21]([C:23](=[O:28])N(OC)C)[S:20][C:19]=2[CH:29]=1.[Cl-].[NH4+]. (4) Reactant: Br[C:2]1[CH:3]=[C:4]2[C:9](=[CH:10][CH:11]=1)[CH2:8][CH2:7][CH2:6][CH2:5]2.[B:12]([O-])([O-:14])[O-:13].Cl.O. Product: [CH2:8]1[C:9]2[C:4](=[CH:3][C:2]([B:12]([OH:14])[OH:13])=[CH:11][CH:10]=2)[CH2:5][CH2:6][CH2:7]1. The catalyst class is: 392. (5) Reactant: [CH2:1]1[C:3]2([CH2:7][C@@H:6]([CH2:8][OH:9])[NH:5][CH2:4]2)[CH2:2]1.[C:10](O[C:10]([O:12][C:13]([CH3:16])([CH3:15])[CH3:14])=[O:11])([O:12][C:13]([CH3:16])([CH3:15])[CH3:14])=[O:11]. Product: [OH:9][CH2:8][C@@H:6]1[CH2:7][C:3]2([CH2:2][CH2:1]2)[CH2:4][N:5]1[C:10]([O:12][C:13]([CH3:16])([CH3:15])[CH3:14])=[O:11]. The catalyst class is: 91. (6) Reactant: C(OC1C=CC([C@@H]2C[C@H]2[NH:13][C:14](=O)[O:15]CCCC)=CC=1)C.[C:30]1([O:29]P(N=[N+]=[N-])(=O)[O:29][C:30]2[CH:35]=CC=C[CH:31]=2)[CH:35]=CC=C[CH:31]=1.[CH2:40](N(CC)CC)C.[CH2:47]([O:49][C:50]1[CH:55]=[CH:54][C:53]([C@@H:56]2[CH2:58][C@H:57]2C(O)=O)=[CH:52][CH:51]=1)[CH3:48]. The catalyst class is: 107. Product: [CH2:47]([O:49][C:50]1[CH:51]=[CH:52][C:53]([C@@H:56]2[CH2:58][C@H:57]2[NH:13][C:14](=[O:15])[O:29][C:30]([CH3:31])([CH3:35])[CH3:40])=[CH:54][CH:55]=1)[CH3:48]. (7) Reactant: [CH3:1][S:2]([OH:5])(=[O:4])=[O:3].[F:6][C:7]1[CH:49]=[CH:48][CH:47]=[C:46]([F:50])[C:8]=1[C:9]([N:11]1[CH2:16][CH2:15][CH:14]([O:17][C:18]2[CH:23]=[C:22]([NH:24][C:25]([NH:27][C:28]3[N:29]([C:39]4[CH:44]=[CH:43][C:42]([CH3:45])=[CH:41][CH:40]=4)[N:30]=[C:31]([C:33]([CH2:37][F:38])([CH3:36])[CH2:34][F:35])[CH:32]=3)=[O:26])[CH:21]=[CH:20][N:19]=2)[CH2:13][CH2:12]1)=[O:10]. Product: [S:2]([OH:5])(=[O:4])(=[O:3])[CH3:1].[F:6][C:7]1[CH:49]=[CH:48][CH:47]=[C:46]([F:50])[C:8]=1[C:9]([N:11]1[CH2:16][CH2:15][CH:14]([O:17][C:18]2[CH:23]=[C:22]([NH:24][C:25]([NH:27][C:28]3[N:29]([C:39]4[CH:40]=[CH:41][C:42]([CH3:45])=[CH:43][CH:44]=4)[N:30]=[C:31]([C:33]([CH2:34][F:35])([CH3:36])[CH2:37][F:38])[CH:32]=3)=[O:26])[CH:21]=[CH:20][N:19]=2)[CH2:13][CH2:12]1)=[O:10]. The catalyst class is: 61.